From a dataset of Forward reaction prediction with 1.9M reactions from USPTO patents (1976-2016). Predict the product of the given reaction. (1) Given the reactants C([Li])CCC.CCCCCC.Br[C:13]1[CH:21]=[CH:20][C:19]([C:22]([F:25])([F:24])[F:23])=[CH:18][C:14]=1[C:15]([OH:17])=[O:16].CN(C)[CH:28]=[O:29].[Cl-].[NH4+].C([O-])(O)=O.[Na+], predict the reaction product. The product is: [CH:28]([C:13]1[CH:21]=[CH:20][C:19]([C:22]([F:25])([F:24])[F:23])=[CH:18][C:14]=1[C:15]([OH:17])=[O:16])=[O:29]. (2) Given the reactants [CH3:1][C:2]1[CH:7]=[CH:6][CH:5]=[CH:4][C:3]=1[CH:8]([NH:12][C:13]([NH:15][C:16]1[CH:21]=[CH:20][C:19]([Cl:22])=[CH:18][CH:17]=1)=[O:14])[C:9]([OH:11])=O.[CH3:23][N:24]([C:31]1[CH:36]=[CH:35][C:34]([NH2:37])=[CH:33][CH:32]=1)[C:25]1[CH:30]=[CH:29][N:28]=[CH:27][CH:26]=1.C(Cl)CCl, predict the reaction product. The product is: [CH3:23][N:24]([C:31]1[CH:36]=[CH:35][C:34]([NH:37][C:9](=[O:11])[CH:8]([C:3]2[CH:4]=[CH:5][CH:6]=[CH:7][C:2]=2[CH3:1])[NH:12][C:13]([NH:15][C:16]2[CH:21]=[CH:20][C:19]([Cl:22])=[CH:18][CH:17]=2)=[O:14])=[CH:33][CH:32]=1)[C:25]1[CH:26]=[CH:27][N:28]=[CH:29][CH:30]=1. (3) Given the reactants [CH3:1][O:2][C:3]1[CH:29]=[CH:28][C:6]([CH2:7][O:8][C:9]([C:11]2([C:16]([O:18][CH2:19][C:20]3[CH:25]=[CH:24][C:23]([O:26][CH3:27])=[CH:22][CH:21]=3)=[O:17])[CH2:14][CH:13](O)[CH2:12]2)=[O:10])=[CH:5][CH:4]=1.[C:30]1(=[O:53])[N:34]([CH2:35][CH2:36][O:37][CH2:38][CH2:39][O:40][CH2:41][CH2:42][O:43][CH2:44][CH2:45][O:46][CH2:47][CH2:48][C:49](O)=[O:50])[C:33](=[O:52])[CH:32]=[CH:31]1.C(N(CC)CC)C.[I-].ClC1C=CC=C[N+]=1C, predict the reaction product. The product is: [CH3:27][O:26][C:23]1[CH:24]=[CH:25][C:20]([CH2:19][O:18][C:16]([C:11]2([C:9]([O:8][CH2:7][C:6]3[CH:28]=[CH:29][C:3]([O:2][CH3:1])=[CH:4][CH:5]=3)=[O:10])[CH2:12][CH:13]([C:49](=[O:50])[CH2:48][CH2:47][O:46][CH2:45][CH2:44][O:43][CH2:42][CH2:41][O:40][CH2:39][CH2:38][O:37][CH2:36][CH2:35][N:34]3[C:30](=[O:53])[CH:31]=[CH:32][C:33]3=[O:52])[CH2:14]2)=[O:17])=[CH:21][CH:22]=1. (4) Given the reactants [C:1]([N:5]1[C:9]([NH:10][C:11]2[N:16]=[C:15]([CH2:17][C:18]3([C:24]([O:26][CH2:27][CH3:28])=[O:25])[CH2:23][CH2:22][NH:21][CH2:20][CH2:19]3)[CH:14]=[CH:13][CH:12]=2)=[CH:8][CH:7]=[N:6]1)([CH3:4])([CH3:3])[CH3:2].[Cl:29][C:30]1[C:31]([F:39])=[C:32]([CH:36]=[CH:37][CH:38]=1)[C:33](O)=[O:34].O.OC1C2N=NNC=2C=CC=1.Cl.CN(C)CCCN=C=NCC.C(=O)(O)[O-].[Na+], predict the reaction product. The product is: [C:1]([N:5]1[C:9]([NH:10][C:11]2[N:16]=[C:15]([CH2:17][C:18]3([C:24]([O:26][CH2:27][CH3:28])=[O:25])[CH2:23][CH2:22][N:21]([C:33](=[O:34])[C:32]4[CH:36]=[CH:37][CH:38]=[C:30]([Cl:29])[C:31]=4[F:39])[CH2:20][CH2:19]3)[CH:14]=[CH:13][CH:12]=2)=[CH:8][CH:7]=[N:6]1)([CH3:3])([CH3:4])[CH3:2]. (5) Given the reactants [F:1][C:2]1[C:10]([F:11])=[CH:9][C:5]([C:6](O)=[O:7])=[C:4]([N+:12]([O-:14])=[O:13])[CH:3]=1.B.O1CCCC1.CO, predict the reaction product. The product is: [F:1][C:2]1[C:10]([F:11])=[CH:9][C:5]([CH2:6][OH:7])=[C:4]([N+:12]([O-:14])=[O:13])[CH:3]=1.